Dataset: Forward reaction prediction with 1.9M reactions from USPTO patents (1976-2016). Task: Predict the product of the given reaction. Given the reactants [CH:1]1[C:10]2[C:5](=[CH:6][CH:7]=[C:8]([C:11](OC)=[O:12])[CH:9]=2)[CH:4]=[CH:3][C:2]=1[C:15](OC)=[O:16].[H-].[H-].[H-].[H-].[Li+].[Al+3], predict the reaction product. The product is: [CH:9]1[C:10]2[C:5](=[CH:4][CH:3]=[C:2]([CH2:15][OH:16])[CH:1]=2)[CH:6]=[CH:7][C:8]=1[CH2:11][OH:12].